Dataset: Full USPTO retrosynthesis dataset with 1.9M reactions from patents (1976-2016). Task: Predict the reactants needed to synthesize the given product. (1) Given the product [ClH:1].[Br:19][C:13]1[CH:12]=[C:11]([CH:16]=[CH:15][C:14]=1[O:17][CH3:18])[CH2:10][C@H:7]1[C@H:8]([OH:9])[C@@H:3]([NH:2][CH2:28][C:27]2[CH:30]=[CH:31][CH:32]=[C:25]([CH:22]([CH3:24])[CH3:23])[CH:26]=2)[CH2:4][S:5](=[O:21])(=[O:20])[CH2:6]1, predict the reactants needed to synthesize it. The reactants are: [ClH:1].[NH2:2][C@@H:3]1[C@@H:8]([OH:9])[C@H:7]([CH2:10][C:11]2[CH:16]=[CH:15][C:14]([O:17][CH3:18])=[C:13]([Br:19])[CH:12]=2)[CH2:6][S:5](=[O:21])(=[O:20])[CH2:4]1.[CH:22]([C:25]1[CH:26]=[C:27]([CH:30]=[CH:31][CH:32]=1)[CH:28]=O)([CH3:24])[CH3:23]. (2) Given the product [Br:1][C:2]1[C:10]2[C:9]3[CH2:11][N:12]([CH2:21][C:22]([F:25])([F:23])[F:24])[C:13](=[O:20])[C@H:14]([CH2:16][C:17](=[O:18])[N:60]4[CH2:61][CH2:62][CH:63]([N:66]5[C:74]6[C:69](=[N:70][CH:71]=[CH:72][CH:73]=6)[NH:68][C:67]5=[O:75])[CH2:64][CH2:65]4)[CH2:15][C:8]=3[CH:7]=[C:6]([Br:26])[C:5]=2[NH:4][N:3]=1, predict the reactants needed to synthesize it. The reactants are: [Br:1][C:2]1[C:10]2[C:9]3[CH2:11][N:12]([CH2:21][C:22]([F:25])([F:24])[F:23])[C:13](=[O:20])[C@H:14]([CH2:16][C:17](O)=[O:18])[CH2:15][C:8]=3[CH:7]=[C:6]([Br:26])[C:5]=2[NH:4][N:3]=1.C(N(CC)C(C)C)(C)C.CN(C(ON1N=NC2C=CC=CC1=2)=[N+](C)C)C.[B-](F)(F)(F)F.Cl.Cl.[NH:60]1[CH2:65][CH2:64][CH:63]([N:66]2[C:74]3[C:69](=[N:70][CH:71]=[CH:72][CH:73]=3)[NH:68][C:67]2=[O:75])[CH2:62][CH2:61]1. (3) Given the product [Cl:2][C:3]1[CH:8]=[CH:7][N:6]=[CH:5][C:4]=1[CH2:9][S:37]([C:34]1[CH:35]=[CH:36][C:31]([Cl:30])=[CH:32][CH:33]=1)(=[O:39])=[O:38], predict the reactants needed to synthesize it. The reactants are: Cl.[Cl:2][C:3]1[CH:8]=[CH:7][N:6]=[CH:5][C:4]=1[CH3:9].ClN1C(=O)CCC1=O.N(C(C)(C)C#N)=NC(C)(C)C#N.[Cl:30][C:31]1[CH:36]=[CH:35][C:34]([S:37]([O-:39])=[O:38])=[CH:33][CH:32]=1.[Na+].C([O-])(=O)C.[K+]. (4) Given the product [ClH:29].[ClH:29].[CH:1]1([NH:4][C:5]2[C:6]([N:15]3[CH2:20][CH2:19][NH:18][CH:17]([CH3:28])[CH2:16]3)=[N:7][C:8]3[C:13](=[CH:12][CH:11]=[CH:10][CH:9]=3)[N:14]=2)[CH2:2][CH2:3]1, predict the reactants needed to synthesize it. The reactants are: [CH:1]1([NH:4][C:5]2[C:6]([N:15]3[CH2:20][CH2:19][N:18](C(OC(C)(C)C)=O)[CH:17]([CH3:28])[CH2:16]3)=[N:7][C:8]3[C:13]([N:14]=2)=[CH:12][CH:11]=[CH:10][CH:9]=3)[CH2:3][CH2:2]1.[ClH:29]. (5) Given the product [F:27][C:28]([F:44])([F:45])[C:29]1[CH:30]=[C:31]([CH2:39][C:40]([NH:43][CH2:21][CH:20]([C:11]2[C:12]3[O:17][CH2:16][C:15](=[O:18])[NH:14][C:13]=3[CH:19]=[C:9]([OH:8])[CH:10]=2)[OH:26])([CH3:42])[CH3:41])[CH:32]=[C:33]([C:35]([F:36])([F:37])[F:38])[CH:34]=1, predict the reactants needed to synthesize it. The reactants are: C([O:8][C:9]1[CH:10]=[C:11]([C:20](=[O:26])[CH:21](OCC)O)[C:12]2[O:17][CH2:16][C:15](=[O:18])[NH:14][C:13]=2[CH:19]=1)C1C=CC=CC=1.[F:27][C:28]([F:45])([F:44])[C:29]1[CH:30]=[C:31]([CH2:39][C:40]([NH2:43])([CH3:42])[CH3:41])[CH:32]=[C:33]([C:35]([F:38])([F:37])[F:36])[CH:34]=1.